Dataset: Forward reaction prediction with 1.9M reactions from USPTO patents (1976-2016). Task: Predict the product of the given reaction. Given the reactants [CH3:1][C@H:2]1[CH2:6][CH2:5][CH2:4][N:3]1[CH2:7][CH2:8][CH2:9][O:10][C:11]1[CH:23]=[C:22]2[C:14]([N:15]3[C:20](=[CH:21]2)[C:19](=[O:24])[NH:18][CH2:17][CH2:16]3)=[N:13][CH:12]=1.FC(F)(F)S(O[CH2:31][C:32]([F:35])([F:34])[F:33])(=O)=O.[H-].[Na+], predict the reaction product. The product is: [CH3:1][C@H:2]1[CH2:6][CH2:5][CH2:4][N:3]1[CH2:7][CH2:8][CH2:9][O:10][C:11]1[CH:23]=[C:22]2[C:14]([N:15]3[C:20](=[CH:21]2)[C:19](=[O:24])[N:18]([CH2:31][C:32]([F:35])([F:34])[F:33])[CH2:17][CH2:16]3)=[N:13][CH:12]=1.